Dataset: Forward reaction prediction with 1.9M reactions from USPTO patents (1976-2016). Task: Predict the product of the given reaction. Given the reactants [NH2:1][C:2]1[C:7]([F:8])=[C:6]([C:9]([CH3:12])([CH3:11])[CH3:10])[N:5]=[C:4]([CH:13]=[O:14])[C:3]=1[Cl:15].CC(=CC)C.P([O-])([O-])(O)=[O:22].[Na+].[Na+].Cl([O-])=O.[Na+], predict the reaction product. The product is: [NH2:1][C:2]1[C:7]([F:8])=[C:6]([C:9]([CH3:12])([CH3:10])[CH3:11])[N:5]=[C:4]([C:13]([OH:22])=[O:14])[C:3]=1[Cl:15].